Regression. Given a peptide amino acid sequence and an MHC pseudo amino acid sequence, predict their binding affinity value. This is MHC class I binding data. From a dataset of Peptide-MHC class I binding affinity with 185,985 pairs from IEDB/IMGT. (1) The peptide sequence is DVLEIINDK. The MHC is HLA-A33:01 with pseudo-sequence HLA-A33:01. The binding affinity (normalized) is 0.392. (2) The peptide sequence is MVGLLSNSPH. The MHC is HLA-A11:01 with pseudo-sequence HLA-A11:01. The binding affinity (normalized) is 0.0174. (3) The peptide sequence is SCRVKLSAL. The MHC is HLA-B40:01 with pseudo-sequence HLA-B40:01. The binding affinity (normalized) is 0.0847. (4) The peptide sequence is SYRNKPSIA. The MHC is HLA-A24:02 with pseudo-sequence HLA-A24:02. The binding affinity (normalized) is 0.0123. (5) The peptide sequence is IRFPKTFGY. The MHC is Mamu-B01 with pseudo-sequence Mamu-B01. The binding affinity (normalized) is 0. (6) The peptide sequence is GVYSVFYLY. The binding affinity (normalized) is 0.681. The MHC is HLA-A03:01 with pseudo-sequence HLA-A03:01. (7) The peptide sequence is AITTPQMTL. The binding affinity (normalized) is 0.145. The MHC is HLA-B58:01 with pseudo-sequence HLA-B58:01. (8) The peptide sequence is SLYNTIATI. The MHC is HLA-A02:06 with pseudo-sequence HLA-A02:06. The binding affinity (normalized) is 0.170. (9) The peptide sequence is HTVGLGQGY. The MHC is HLA-A02:11 with pseudo-sequence HLA-A02:11. The binding affinity (normalized) is 0.0847. (10) The peptide sequence is AVWISLAQV. The MHC is HLA-A02:01 with pseudo-sequence HLA-A02:01. The binding affinity (normalized) is 0.486.